Dataset: Reaction yield outcomes from USPTO patents with 853,638 reactions. Task: Predict the reaction yield, written as a fraction of the theoretical maximum amount of product (1.0 means a 100% yield; for example, 0.34 means a 34% yield). (1) The reactants are [F:1][C:2]1[CH:7]=[CH:6][C:5]([C:8]2[N:9]=[C:10]3[C:15]([N+:16]([O-])=O)=[CH:14][CH:13]=[CH:12][N:11]3[C:19]=2[C:20](=[O:22])[CH3:21])=[CH:4][CH:3]=1.[Cl-].[NH4+]. The catalyst is CO.[Fe]. The product is [NH2:16][C:15]1[C:10]2[N:11]([C:19]([C:20](=[O:22])[CH3:21])=[C:8]([C:5]3[CH:6]=[CH:7][C:2]([F:1])=[CH:3][CH:4]=3)[N:9]=2)[CH:12]=[CH:13][CH:14]=1. The yield is 0.700. (2) The reactants are [Cl-].[CH3:2][C:3]1[CH:4]=[C:5]([NH:10][NH3+:11])[CH:6]=[CH:7][C:8]=1[CH3:9].[C:12](OCC)(=[O:17])[CH2:13][C:14]([CH3:16])=O.C([O-])(=O)C.[Na+].C(O)(=O)C. The catalyst is C(O)C. The product is [CH3:2][C:3]1[CH:4]=[C:5]([N:10]2[C:12]([OH:17])=[CH:13][C:14]([CH3:16])=[N:11]2)[CH:6]=[CH:7][C:8]=1[CH3:9]. The yield is 0.710. (3) The reactants are C([N-]C(C)C)(C)C.[Li+].[O:9]1[CH2:14][CH2:13][CH:12]([C:15]([O:17][CH3:18])=[O:16])[CH2:11][CH2:10]1.CN(C)P(N(C)C)(N(C)C)=O.[Cl:30][C:31]#[C:32]Cl. The catalyst is O1CCCC1.CCCCCCC.C(C1C=CC=CC=1)C. The product is [CH3:18][O:17][C:15]([C:12]1([C:32]#[C:31][Cl:30])[CH2:13][CH2:14][O:9][CH2:10][CH2:11]1)=[O:16]. The yield is 0.670. (4) The reactants are [CH2:1]([O:8][C:9]1[C:14]([CH3:15])=[CH:13][C:12](Br)=[CH:11][C:10]=1[CH3:17])[C:2]1[CH:7]=[CH:6][CH:5]=[CH:4][CH:3]=1.[CH3:18][Si:19]([C:22]#[CH:23])([CH3:21])[CH3:20]. The catalyst is C(N(CC)CC)C.[Cu]I. The product is [CH2:1]([O:8][C:9]1[C:14]([CH3:15])=[CH:13][C:12]([C:23]#[C:22][Si:19]([CH3:21])([CH3:20])[CH3:18])=[CH:11][C:10]=1[CH3:17])[C:2]1[CH:7]=[CH:6][CH:5]=[CH:4][CH:3]=1. The yield is 0.760. (5) The reactants are [NH2:1][C:2]1([CH2:20][CH3:21])[CH2:8][CH2:7][CH2:6][CH2:5][N:4]2[C:9](=[O:19])[CH:10]=[C:11]([C:13]3[CH:18]=[CH:17][N:16]=[CH:15][N:14]=3)[N:12]=[C:3]12.[CH3:22][O:23][C:24]1[CH:29]=[CH:28][N:27]=[C:26]([C:30](O)=[O:31])[CH:25]=1.COC1N=CC=CC=1C(O)=O. No catalyst specified. The product is [CH2:20]([C:2]1([NH:1][C:30]([C:26]2[CH:25]=[C:24]([O:23][CH3:22])[CH:29]=[CH:28][N:27]=2)=[O:31])[CH2:8][CH2:7][CH2:6][CH2:5][N:4]2[C:9](=[O:19])[CH:10]=[C:11]([C:13]3[CH:18]=[CH:17][N:16]=[CH:15][N:14]=3)[N:12]=[C:3]12)[CH3:21]. The yield is 0.310. (6) The reactants are [C:1]([N:8]1[CH2:13][CH2:12][NH:11][CH2:10][CH2:9]1)([O:3][C:4]([CH3:7])([CH3:6])[CH3:5])=[O:2].[CH:14]([C:16]1[CH:21]=[CH:20][N:19]=[CH:18][CH:17]=1)=[CH2:15].C(O)(=O)C. The catalyst is C(O)C. The product is [C:1]([N:8]1[CH2:9][CH2:10][N:11]([CH2:15][CH2:14][C:16]2[CH:21]=[CH:20][N:19]=[CH:18][CH:17]=2)[CH2:12][CH2:13]1)([O:3][C:4]([CH3:7])([CH3:6])[CH3:5])=[O:2]. The yield is 0.870.